This data is from Forward reaction prediction with 1.9M reactions from USPTO patents (1976-2016). The task is: Predict the product of the given reaction. (1) Given the reactants C(N1CCO[C@H](CC2C=CC=C(C=CC3C=NC=CC=3)C=2)C1)(OC(C)(C)C)=O.[CH2:29]([N:36]1[CH2:41][CH2:40][O:39][CH:38]([CH2:42][C:43]2[CH:48]=[CH:47][CH:46]=[CH:45][C:44]=2[O:49][CH:50]([F:52])[F:51])[C:37]1=O)[C:30]1[CH:35]=[CH:34][CH:33]=[CH:32][CH:31]=1.B, predict the reaction product. The product is: [CH2:29]([N:36]1[CH2:41][CH2:40][O:39][CH:38]([CH2:42][C:43]2[CH:48]=[CH:47][CH:46]=[CH:45][C:44]=2[O:49][CH:50]([F:51])[F:52])[CH2:37]1)[C:30]1[CH:31]=[CH:32][CH:33]=[CH:34][CH:35]=1. (2) Given the reactants O.O.O.O.O.[N:6]1[C:15]2[C:10](=[CH:11][CH:12]=[CH:13][CH:14]=2)[CH:9]=[CH:8][C:7]=1[CH2:16][O:17][C:18]1[CH:19]=[C:20]([CH:22]=[CH:23][CH:24]=1)[O-:21].[Na+].[C:26]([C:28]1[CH:35]=[CH:34][C:31]([CH2:32]Br)=[CH:30][CH:29]=1)#[N:27].O.CCOCC, predict the reaction product. The product is: [N:6]1[C:15]2[C:10](=[CH:11][CH:12]=[CH:13][CH:14]=2)[CH:9]=[CH:8][C:7]=1[CH2:16][O:17][C:18]1[CH:19]=[C:20]([CH:22]=[CH:23][CH:24]=1)[O:21][CH2:32][C:31]1[CH:34]=[CH:35][C:28]([C:26]#[N:27])=[CH:29][CH:30]=1. (3) Given the reactants [OH:1][CH:2]([C:31]([OH:34])([CH3:33])[CH3:32])[CH:3]([NH:12][C:13]([CH:15]([NH:20][C:21](=[O:30])[O:22][CH2:23][C:24]1[CH:29]=[CH:28][CH:27]=[CH:26][CH:25]=1)[CH2:16][CH:17]([CH3:19])[CH3:18])=[O:14])[CH2:4][CH2:5][C:6]1[CH:11]=[CH:10][CH:9]=[CH:8][CH:7]=1.CC(OI1(OC(C)=O)(OC(C)=O)OC(=O)C2C=CC=CC1=2)=O.I([O-])(=O)(=O)=O, predict the reaction product. The product is: [OH:34][C:31]([CH3:33])([CH3:32])[C:2](=[O:1])[CH:3]([NH:12][C:13]([CH:15]([NH:20][C:21](=[O:30])[O:22][CH2:23][C:24]1[CH:25]=[CH:26][CH:27]=[CH:28][CH:29]=1)[CH2:16][CH:17]([CH3:19])[CH3:18])=[O:14])[CH2:4][CH2:5][C:6]1[CH:11]=[CH:10][CH:9]=[CH:8][CH:7]=1. (4) Given the reactants [CH3:1][N:2]1[C:7](=[O:8])[C:6]([NH:9][C:10]2[CH:19]=[C:13]3[CH2:14][N:15]([CH3:18])[CH2:16][CH2:17][N:12]3[N:11]=2)=[CH:5][C:4]([C:20]2[C:25]([CH:26]=[O:27])=[C:24]([N:28]3[C:40](=[O:41])[C:32]4=[CH:33][N:34]5[C:39]([CH2:38][CH2:37][CH2:36][CH2:35]5)=[C:31]4[CH:30]=[N:29]3)[N:23]=[CH:22][CH:21]=2)=[CH:3]1.[BH4-].[Na+], predict the reaction product. The product is: [OH:27][CH2:26][C:25]1[C:24]([N:28]2[C:40](=[O:41])[C:32]3=[CH:33][N:34]4[C:39]([CH2:38][CH2:37][CH2:36][CH2:35]4)=[C:31]3[CH:30]=[N:29]2)=[N:23][CH:22]=[CH:21][C:20]=1[C:4]1[CH:5]=[C:6]([NH:9][C:10]2[CH:19]=[C:13]3[CH2:14][N:15]([CH3:18])[CH2:16][CH2:17][N:12]3[N:11]=2)[C:7](=[O:8])[N:2]([CH3:1])[CH:3]=1. (5) Given the reactants Cl[CH:2]([C:19]1[CH:24]=[CH:23][CH:22]=[CH:21][CH:20]=1)[CH:3]1[CH2:8][CH2:7][N:6]([C:9]([O:11][CH2:12][C:13]2[CH:18]=[CH:17][CH:16]=[CH:15][CH:14]=2)=[O:10])[CH2:5][CH2:4]1.[NH:25]1[CH2:30][CH2:29][O:28][CH2:27][CH2:26]1.C([O-])([O-])=O.[K+].[K+], predict the reaction product. The product is: [O:28]1[CH2:29][CH2:30][N:25]([CH:2]([C:19]2[CH:24]=[CH:23][CH:22]=[CH:21][CH:20]=2)[CH:3]2[CH2:8][CH2:7][N:6]([C:9]([O:11][CH2:12][C:13]3[CH:18]=[CH:17][CH:16]=[CH:15][CH:14]=3)=[O:10])[CH2:5][CH2:4]2)[CH2:26][CH2:27]1. (6) Given the reactants [OH-].[Na+].[OH:3][C:4]1[CH:9]=[CH:8][C:7]([O:10][CH2:11][CH2:12][O:13][CH2:14][CH2:15][O:16][CH2:17][CH2:18][O:19][CH3:20])=[CH:6][C:5]=1[C:21]1[S:22][CH2:23][C@:24]([CH3:32])([C:26]([O:28]C(C)C)=[O:27])[N:25]=1, predict the reaction product. The product is: [OH:3][C:4]1[CH:9]=[CH:8][C:7]([O:10][CH2:11][CH2:12][O:13][CH2:14][CH2:15][O:16][CH2:17][CH2:18][O:19][CH3:20])=[CH:6][C:5]=1[C:21]1[S:22][CH2:23][C@:24]([CH3:32])([C:26]([OH:28])=[O:27])[N:25]=1.